Task: Predict the reaction yield, written as a fraction of the theoretical maximum amount of product (1.0 means a 100% yield; for example, 0.34 means a 34% yield).. Dataset: Reaction yield outcomes from USPTO patents with 853,638 reactions (1) The yield is 0.380. The reactants are O=[C:2]1[CH2:7][CH2:6][CH2:5][N:4]([C:8]([O:10][C:11]([CH3:14])([CH3:13])[CH3:12])=[O:9])[CH2:3]1.[Cl:15][C:16]1[CH:17]=[C:18]([NH2:22])[CH:19]=[CH:20][CH:21]=1. The product is [Cl:15][C:16]1[CH:17]=[C:18]([NH:22][CH:2]2[CH2:7][CH2:6][CH2:5][N:4]([C:8]([O:10][C:11]([CH3:14])([CH3:13])[CH3:12])=[O:9])[CH2:3]2)[CH:19]=[CH:20][CH:21]=1. The catalyst is C(Cl)Cl. (2) The reactants are CO[C:3]([CH:5]1[CH2:7][CH2:6]1)=[O:4].[CH:8]1([C:11](=[O:13])[CH3:12])[CH2:10][CH2:9]1.C[O-].[Na+].Cl. The catalyst is CS(C)=O.C1(C)C=CC=CC=1. The product is [CH:5]1([C:3](=[O:4])[CH2:12][C:11]([CH:8]2[CH2:10][CH2:9]2)=[O:13])[CH2:6][CH2:7]1. The yield is 0.780. (3) The reactants are [CH3:1][C:2]1[C:7]2[C:8](=[O:13])[O:9]C(=O)[NH:11][C:6]=2[CH:5]=[CH:4][C:3]=1[N:14]([CH3:16])[CH3:15].Cl.C([O-])(=O)C.[Na+]. The catalyst is [OH-].[Na+]. The product is [NH2:11][C:6]1[C:7]([C:8]([OH:13])=[O:9])=[C:2]([CH3:1])[C:3]([N:14]([CH3:15])[CH3:16])=[CH:4][CH:5]=1. The yield is 0.610. (4) The reactants are Cl.[NH:2]1[CH2:7][CH2:6][NH:5][CH2:4][CH2:3]1.[CH3:8][CH2:9][N:10]([CH2:13][CH3:14])[CH2:11]C.FC(F)(F)C(O[C:20](=[O:25])[C:21]([F:24])([F:23])[F:22])=[O:18].CO. The catalyst is C(Cl)Cl. The product is [NH4+:2].[OH-:18].[F:24][C:21]([F:22])([F:23])[C:20]([N:2]1[CH2:7][CH2:6][NH:5][CH:4]([CH2:11][N:10]2[CH2:13][CH2:14][CH2:8][CH2:9]2)[CH2:3]1)=[O:25]. The yield is 0.280. (5) The reactants are [C:1]([C:3]1[C:4]([C:17]([F:20])([F:19])[F:18])=[C:5]2[C:9](=[CH:10][CH:11]=1)[N:8]([CH:12]([CH3:16])[C:13]([OH:15])=O)[CH:7]=[CH:6]2)#[N:2].C1N=CN(C(N2C=NC=C2)=O)C=1.[F:33][C:34]1[CH:39]=[CH:38][C:37]([C:40](=[NH:43])[NH:41]O)=[CH:36][CH:35]=1. The catalyst is CC#N. The product is [F:33][C:34]1[CH:39]=[CH:38][C:37]([C:40]2[N:43]=[C:13]([CH:12]([N:8]3[C:9]4[C:5](=[C:4]([C:17]([F:20])([F:19])[F:18])[C:3]([C:1]#[N:2])=[CH:11][CH:10]=4)[CH:6]=[CH:7]3)[CH3:16])[O:15][N:41]=2)=[CH:36][CH:35]=1. The yield is 0.0800. (6) The reactants are C([N:8]([C@@H:31]([CH2:34][C:35]1[CH:40]=[CH:39][C:38]([O:41][C:42]2[C:51]3[C:46](=[CH:47][CH:48]=[C:49]([F:52])[CH:50]=3)[N:45]=[CH:44][CH:43]=2)=[CH:37][CH:36]=1)[CH2:32][OH:33])[CH2:9][C@@H:10]([C:12]1[CH:13]=[CH:14][C:15]([O:23]CC2C=CC=CC=2)=[C:16]([NH:18][S:19]([CH3:22])(=[O:21])=[O:20])[CH:17]=1)[OH:11])C1C=CC=CC=1. The catalyst is CO.[Pd]. The product is [OH:23][C:15]1[CH:14]=[CH:13][C:12]([C@@H:10]([OH:11])[CH2:9][NH:8][C@@H:31]([CH2:34][C:35]2[CH:36]=[CH:37][C:38]([O:41][C:42]3[C:51]4[C:46](=[CH:47][CH:48]=[C:49]([F:52])[CH:50]=4)[N:45]=[CH:44][CH:43]=3)=[CH:39][CH:40]=2)[CH2:32][OH:33])=[CH:17][C:16]=1[NH:18][S:19]([CH3:22])(=[O:21])=[O:20]. The yield is 0.680. (7) The reactants are [CH3:1][O:2][C:3]1[CH:4]=[C:5]2[C:9](=[CH:10][CH:11]=1)[N:8]([CH2:12][CH2:13][N:14]1[CH2:19][CH2:18][NH:17][CH2:16][CH2:15]1)[C:7]([C:20]1[C:21]([CH3:27])=[N:22][N:23]([CH3:26])[C:24]=1[CH3:25])=[C:6]2[CH:28]=O.[CH3:30][NH:31][C:32]([NH:34][C:35]1[CH:36]=[CH:37][C:38]2[O:42][CH2:41][C:40](=[O:43])[C:39]=2[CH:44]=1)=[O:33].C([O-])([O-])=O.[Na+].[Na+].CCOC(C)=O. The catalyst is Cl.CCO. The product is [CH3:1][O:2][C:3]1[CH:4]=[C:5]2[C:9](=[CH:10][CH:11]=1)[N:8]([CH2:12][CH2:13][N:14]1[CH2:19][CH2:18][NH:17][CH2:16][CH2:15]1)[C:7]([C:20]1[C:21]([CH3:27])=[N:22][N:23]([CH3:26])[C:24]=1[CH3:25])=[C:6]2/[CH:28]=[C:41]1\[O:42][C:38]2[CH:37]=[CH:36][C:35]([NH:34][C:32]([NH:31][CH3:30])=[O:33])=[CH:44][C:39]=2[C:40]\1=[O:43]. The yield is 0.140.